Dataset: Catalyst prediction with 721,799 reactions and 888 catalyst types from USPTO. Task: Predict which catalyst facilitates the given reaction. (1) Reactant: [CH:1]1([C@H:7]([NH:12][C:13]([C:15]2[CH:19]=[C:18]([C:20]3[CH:25]=[CH:24][CH:23]=[C:22]([O:26][CH3:27])[CH:21]=3)[S:17][C:16]=2[NH:28][C:29]([NH:31][C:32]2[C:37]([Cl:38])=[CH:36][CH:35]=[CH:34][C:33]=2[Cl:39])=[O:30])=[O:14])[C:8]([O:10]C)=[O:9])[CH2:6][CH2:5][CH2:4][CH2:3][CH2:2]1.[OH-].[Li+]. Product: [CH:1]1([C@H:7]([NH:12][C:13]([C:15]2[CH:19]=[C:18]([C:20]3[CH:25]=[CH:24][CH:23]=[C:22]([O:26][CH3:27])[CH:21]=3)[S:17][C:16]=2[NH:28][C:29]([NH:31][C:32]2[C:33]([Cl:39])=[CH:34][CH:35]=[CH:36][C:37]=2[Cl:38])=[O:30])=[O:14])[C:8]([OH:10])=[O:9])[CH2:6][CH2:5][CH2:4][CH2:3][CH2:2]1. The catalyst class is: 1. (2) Reactant: [Br:1][C:2]1[CH:3]=[C:4]([CH:17]=[C:18]([Cl:20])[CH:19]=1)[O:5][C:6]1[C:7]([N+:14]([O-])=O)=[C:8]([CH:10]=[CH:11][C:12]=1[Cl:13])[NH2:9].O.O.[Sn](Cl)Cl.N#N. Product: [Br:1][C:2]1[CH:3]=[C:4]([CH:17]=[C:18]([Cl:20])[CH:19]=1)[O:5][C:6]1[C:12]([Cl:13])=[CH:11][CH:10]=[C:8]([NH2:9])[C:7]=1[NH2:14]. The catalyst class is: 5. (3) Reactant: [NH2:1][C@H:2]([C:5]1[CH:14]=[CH:13][C:12]2[C:7](=[CH:8][CH:9]=[CH:10][CH:11]=2)[CH:6]=1)[CH2:3][OH:4].[C:15]1([CH:21]2[CH2:23][CH:22]2[C:24](O)=[O:25])[CH:20]=[CH:19][CH:18]=[CH:17][CH:16]=1.CCN=C=NCCCN(C)C.Cl.C(N(CC)CC)C. Product: [OH:4][CH2:3][CH:2]([NH:1][C:24]([CH:22]1[CH2:23][CH:21]1[C:15]1[CH:20]=[CH:19][CH:18]=[CH:17][CH:16]=1)=[O:25])[C:5]1[CH:14]=[CH:13][C:12]2[C:7](=[CH:8][CH:9]=[CH:10][CH:11]=2)[CH:6]=1. The catalyst class is: 166.